The task is: Predict the reactants needed to synthesize the given product.. This data is from Full USPTO retrosynthesis dataset with 1.9M reactions from patents (1976-2016). (1) Given the product [F:64][C:65]1[CH:70]=[CH:69][C:68]([CH:71]2[CH2:72][CH2:73][N:74]([C:18]([NH:17][C:15]3[CH:14]=[CH:13][C:12]4[N:8]=[C:9]([N:27]([CH:29]([CH3:30])[CH3:31])[CH3:28])[NH:10][C:11]=4[CH:16]=3)=[O:20])[CH2:75][CH2:76]2)=[CH:67][CH:66]=1, predict the reactants needed to synthesize it. The reactants are: C(OC([N:8]1[C:12]2[CH:13]=[CH:14][C:15]([NH:17][C:18]([O:20]C3C=CC=CC=3)=O)=[CH:16][C:11]=2[N:10]=[C:9]1[N:27]([CH:29]([CH3:31])[CH3:30])[CH3:28])=O)(C)(C)C.C(N(C)C1N(C(OC(C)(C)C)=O)C2C=C(NC(OC3C=CC=CC=3)=O)C=CC=2N=1)(C)C.Cl.[F:64][C:65]1[CH:70]=[CH:69][C:68]([CH:71]2[CH2:76][CH2:75][NH:74][CH2:73][CH2:72]2)=[CH:67][CH:66]=1.[OH-].[Na+]. (2) Given the product [CH3:57][O:56][C:55]1[C:50]([C:6]2[CH:7]=[CH:8][C:3]([C:2]([F:13])([F:12])[F:1])=[CH:4][CH:5]=2)=[N:51][C:52]([CH3:58])=[CH:53][CH:54]=1, predict the reactants needed to synthesize it. The reactants are: [F:1][C:2]([F:13])([F:12])[C:3]1[CH:8]=[CH:7][C:6](B(O)O)=[CH:5][CH:4]=1.COC1C=CC=C(OC)C=1C1C=CC=CC=1P(C1CCCCC1)C1CCCCC1.C(=O)([O-])[O-].[K+].[K+].I[C:50]1[C:55]([O:56][CH3:57])=[CH:54][CH:53]=[C:52]([CH3:58])[N:51]=1. (3) Given the product [CH3:1][C:2]1[N+:3]([O-:4])=[C:18]([C:9]2[CH:10]=[CH:11][C:12]3[C:17](=[CH:16][CH:15]=[CH:14][CH:13]=3)[CH:8]=2)[O:6][C:5]=1[CH3:7], predict the reactants needed to synthesize it. The reactants are: [CH3:1]/[C:2](/[C:5]([CH3:7])=[O:6])=[N:3]\[OH:4].[CH:8]1[C:17]2[C:12](=[CH:13][CH:14]=[CH:15][CH:16]=2)[CH:11]=[CH:10][C:9]=1[CH:18]=O.Cl. (4) Given the product [O:1]1[C:2]2=[CH:3][CH:4]=[CH:9][C:8]2=[CH:7][CH:6]=[C:5]1[NH:29][C:28]1[CH:23]=[C:24]2[CH:32]=[CH:31][NH:30][C:25]2=[CH:26][N:27]=1, predict the reactants needed to synthesize it. The reactants are: [O:1]1[C:5]2[CH:6]=[CH:7][CH:8]=[CH:9][C:4]=2[CH:3]=[C:2]1B(O)O.C(Cl)Cl.C([O-])([O-])=O.[K+].[K+].Br[C:23]1[C:28]([NH2:29])=[N:27][CH:26]=[C:25]2[NH:30][CH:31]=[CH:32][C:24]=12. (5) Given the product [OH:22][C:14]1[CH:13]=[C:12]([NH:11][S:8]([C:4]2[CH:3]=[C:2]([C:29]3[CH:28]=[CH:27][C:26]([O:25][C:24]([F:23])([F:35])[F:36])=[CH:31][CH:30]=3)[CH:7]=[CH:6][CH:5]=2)(=[O:10])=[O:9])[CH:21]=[CH:20][C:15]=1[C:16]([O:18][CH3:19])=[O:17], predict the reactants needed to synthesize it. The reactants are: Br[C:2]1[CH:3]=[C:4]([S:8]([NH:11][C:12]2[CH:21]=[CH:20][C:15]([C:16]([O:18][CH3:19])=[O:17])=[C:14]([OH:22])[CH:13]=2)(=[O:10])=[O:9])[CH:5]=[CH:6][CH:7]=1.[F:23][C:24]([F:36])([F:35])[O:25][C:26]1[CH:31]=[CH:30][C:29](B(O)O)=[CH:28][CH:27]=1. (6) Given the product [CH3:21][S:22]([NH:1][C:2]1[O:3][CH:4]=[C:5]([C:7]([O:9][CH2:10][CH3:11])=[O:8])[N:6]=1)(=[O:24])=[O:23], predict the reactants needed to synthesize it. The reactants are: [NH2:1][C:2]1[O:3][CH:4]=[C:5]([C:7]([O:9][CH2:10][CH3:11])=[O:8])[N:6]=1.C(N(CC)C(C)C)(C)C.[CH3:21][S:22](Cl)(=[O:24])=[O:23].